Dataset: Catalyst prediction with 721,799 reactions and 888 catalyst types from USPTO. Task: Predict which catalyst facilitates the given reaction. (1) Reactant: [NH:1]1[C:9]2[C:4](=[CH:5][CH:6]=[CH:7][CH:8]=2)[C:3]([C:10]([OH:12])=[O:11])=[N:2]1.[N+:13]([O-])([O-:15])=[O:14].[K+]. Product: [N+:13]([C:6]1[CH:5]=[C:4]2[C:9](=[CH:8][CH:7]=1)[NH:1][N:2]=[C:3]2[C:10]([OH:12])=[O:11])([O-:15])=[O:14]. The catalyst class is: 65. (2) Reactant: [NH2:1][C:2]1[N:7]=[C:6]([N:8]2[CH2:32][CH2:31][C:11]3([CH2:15][N:14](C(OC(C)(C)C)=O)[C@H:13]([C:23]([O:25][CH2:26][CH2:27][N:28]([CH3:30])[CH3:29])=[O:24])[CH2:12]3)[CH2:10][CH2:9]2)[CH:5]=[C:4]([O:33][C@H:34]([C:39]2[CH:44]=[CH:43][C:42]([Cl:45])=[CH:41][C:40]=2[N:46]2[CH:50]=[CH:49][C:48]([CH3:51])=[N:47]2)[C:35]([F:38])([F:37])[F:36])[N:3]=1.C(O)(C(F)(F)F)=O. Product: [NH2:1][C:2]1[N:7]=[C:6]([N:8]2[CH2:32][CH2:31][C:11]3([CH2:15][NH:14][C@H:13]([C:23]([O:25][CH2:26][CH2:27][N:28]([CH3:29])[CH3:30])=[O:24])[CH2:12]3)[CH2:10][CH2:9]2)[CH:5]=[C:4]([O:33][C@H:34]([C:39]2[CH:44]=[CH:43][C:42]([Cl:45])=[CH:41][C:40]=2[N:46]2[CH:50]=[CH:49][C:48]([CH3:51])=[N:47]2)[C:35]([F:36])([F:38])[F:37])[N:3]=1. The catalyst class is: 2.